From a dataset of Full USPTO retrosynthesis dataset with 1.9M reactions from patents (1976-2016). Predict the reactants needed to synthesize the given product. Given the product [CH2:24]([N:9]([CH2:30][CH3:31])[C:8]1[C:3]([CH2:1][CH3:2])=[N:4][C:5]([C:11]2[CH:16]=[CH:15][C:14]([O:17][C:18]([F:20])([F:21])[F:19])=[CH:13][C:12]=2[O:22][CH3:23])=[C:6]([CH3:10])[CH:7]=1)[CH3:25], predict the reactants needed to synthesize it. The reactants are: [CH2:1]([C:3]1[C:8]([NH2:9])=[CH:7][C:6]([CH3:10])=[C:5]([C:11]2[CH:16]=[CH:15][C:14]([O:17][C:18]([F:21])([F:20])[F:19])=[CH:13][C:12]=2[O:22][CH3:23])[N:4]=1)[CH3:2].[CH3:24][CH2:25]C(=O)CC.[C:30](O)(=O)[CH3:31].C(O[BH-](OC(=O)C)OC(=O)C)(=O)C.[Na+].